From a dataset of Forward reaction prediction with 1.9M reactions from USPTO patents (1976-2016). Predict the product of the given reaction. (1) Given the reactants [CH3:1][N:2]1[CH2:7][CH2:6][N:5]([CH2:8][C:9]2[CH:14]=[CH:13][C:12](/[CH:15]=[CH:16]/B3OC(C)(C)C(C)(C)O3)=[CH:11][CH:10]=2)[CH2:4][CH2:3]1.Cl[C:27]1[CH:32]=[C:31]([C:33]2[NH:42][C:36]3[N:37]=[CH:38][NH:39][C:40](=O)[C:35]=3[CH:34]=2)[CH:30]=[CH:29][N:28]=1.C([OH:46])CC, predict the reaction product. The product is: [CH3:1][N:2]1[CH2:3][CH2:4][N:5]([CH2:8][C:9]2[CH:10]=[CH:11][C:12](/[CH:15]=[CH:16]/[C:27]3[CH:32]=[C:31]([C:33]4[NH:42][C:36]5=[N:37][C:38](=[O:46])[NH:39][CH:40]=[C:35]5[CH:34]=4)[CH:30]=[CH:29][N:28]=3)=[CH:13][CH:14]=2)[CH2:6][CH2:7]1. (2) Given the reactants [CH3:1][C:2]1[NH:3][C:4]2[C:9]([CH:10]=1)=[CH:8][C:7]([NH2:11])=[CH:6][CH:5]=2.C(OC([NH:19][CH2:20][CH2:21][CH2:22][CH2:23][C@H:24]([NH:28]C(OCC1C2C=CC=CC=2C2C1=CC=CC=2)=O)[C:25](O)=[O:26])=O)(C)(C)C.[N:46]([C:49]1[CH:54]=[CH:53][C:52]([C:55]2[CH:60]=[CH:59][CH:58]=[CH:57][CH:56]=2)=[CH:51][CH:50]=1)=[C:47]=[O:48], predict the reaction product. The product is: [CH3:1][C:2]1[NH:3][C:4]2[C:9]([CH:10]=1)=[CH:8][C:7]([NH:11][C:25](=[O:26])[C@@H:24]([NH:28][C:47]([NH:46][C:49]1[CH:54]=[CH:53][C:52]([C:55]3[CH:56]=[CH:57][CH:58]=[CH:59][CH:60]=3)=[CH:51][CH:50]=1)=[O:48])[CH2:23][CH2:22][CH2:21][CH2:20][NH2:19])=[CH:6][CH:5]=2. (3) The product is: [CH3:1][C:2]1[C:20]([C:31]2[CH:42]=[N:41][C:34]3[N:35]=[C:36]([NH:39][CH3:40])[N:37]=[CH:38][C:33]=3[CH:32]=2)=[CH:19][CH:18]=[CH:17][C:3]=1[C:4]([NH:6][C:7]1[CH:12]=[CH:11][CH:10]=[C:9]([C:13]([F:14])([F:16])[F:15])[CH:8]=1)=[O:5]. Given the reactants [CH3:1][C:2]1[C:20](B2OC(C)(C)C(C)(C)O2)=[CH:19][CH:18]=[CH:17][C:3]=1[C:4]([NH:6][C:7]1[CH:12]=[CH:11][CH:10]=[C:9]([C:13]([F:16])([F:15])[F:14])[CH:8]=1)=[O:5].Br[C:31]1[CH:42]=[N:41][C:34]2[N:35]=[C:36]([NH:39][CH3:40])[N:37]=[CH:38][C:33]=2[CH:32]=1.C(=O)([O-])[O-].[K+].[K+].CN(C=O)C, predict the reaction product.